From a dataset of Full USPTO retrosynthesis dataset with 1.9M reactions from patents (1976-2016). Predict the reactants needed to synthesize the given product. (1) Given the product [CH3:1][C:2]1[C:7]2[O:8][C:9]([CH:11]=[C:12]([CH3:13])[C:6]=2[CH:5]=[C:4]2[C:14]([CH2:18][O:19][CH2:20][CH2:21][NH2:22])=[C:15]([CH3:17])[O:16][C:3]=12)=[O:10], predict the reactants needed to synthesize it. The reactants are: [CH3:1][C:2]1[C:7]2[O:8][C:9]([CH:11]=[C:12]([CH3:13])[C:6]=2[CH:5]=[C:4]2[C:14]([CH2:18][O:19][CH2:20][CH2:21][NH2:22])=[C:15]([CH3:17])[O:16][C:3]=12)=[O:10].Cl.CCCCS(N[C@H](C(O)=O)CC1C=CC(OCCCCC2CCNCC2)=CC=1)(=O)=O.C[C@H]1C[C@H](C(O)=O)N(C([C@@H](NS(C2C=CC=C3CC(C)CNC=23)(=O)=O)CCCNC(N)=N)=O)CC1. (2) Given the product [CH3:1][CH:2]1[CH2:8][C:7](=[S:23])[NH:6][C:5]2[CH:10]=[CH:11][CH:12]=[CH:13][C:4]=2[NH:3]1, predict the reactants needed to synthesize it. The reactants are: [CH3:1][CH:2]1[CH2:8][C:7](=O)[NH:6][C:5]2[CH:10]=[CH:11][CH:12]=[CH:13][C:4]=2[NH:3]1.COC1C=CC(P2(SP(C3C=CC(OC)=CC=3)(=S)S2)=[S:23])=CC=1. (3) Given the product [F:1][C:2]([F:6])([F:5])[CH2:3][O:4][C:13]1[N:14]([C:25]2[CH:26]=[CH:27][C:28]([O:31][CH2:32][C:33]([F:36])([F:35])[F:34])=[CH:29][CH:30]=2)[C:15](=[O:24])[C:16]2[CH:22]=[CH:21][NH:20][C:19](=[O:23])[C:17]=2[N:18]=1, predict the reactants needed to synthesize it. The reactants are: [F:1][C:2]([F:6])([F:5])[CH2:3][OH:4].[H-].[Na+].C(S[C:13]1[N:14]([C:25]2[CH:30]=[CH:29][C:28]([O:31][CH2:32][C:33]([F:36])([F:35])[F:34])=[CH:27][CH:26]=2)[C:15](=[O:24])[C:16]2[CH:22]=[CH:21][NH:20][C:19](=[O:23])[C:17]=2[N:18]=1)CC. (4) Given the product [N:29]([C@H:26]1[CH2:27][CH2:28][N:23]([CH2:22][CH2:21][N:7]2[C:8]3[C:3](=[C:2]([F:1])[CH:11]=[C:10]([F:12])[CH:9]=3)[CH:4]=[CH:5][C:6]2=[O:13])[CH2:24][C@H:25]1[OH:32])=[N+:30]=[N-:31], predict the reactants needed to synthesize it. The reactants are: [F:1][C:2]1[CH:11]=[C:10]([F:12])[CH:9]=[C:8]2[C:3]=1[CH:4]=[CH:5][C:6](=[O:13])[NH:7]2.[H-].[Na+].CS(O[CH2:21][CH2:22][N:23]1[CH2:28][CH2:27][C@H:26]([N:29]=[N+:30]=[N-:31])[C@H:25]([OH:32])[CH2:24]1)(=O)=O.C(OC(=O)NC1CCN(CCN2C3C(=CC=C(F)C=3F)C=CC2=O)CC1)(C)(C)C.C(=O)([O-])[O-].[K+].[K+]. (5) The reactants are: C(N(CC)CC)C.[NH2:8][C:9]1[N:14]=[C:13]([Cl:15])[C:12]([CH:16]([OH:25])[CH2:17][CH:18]2[CH2:22][O:21][C:20]([CH3:24])([CH3:23])[O:19]2)=[C:11]([Cl:26])[N:10]=1. Given the product [NH2:8][C:9]1[N:10]=[C:11]([Cl:26])[C:12]([C:16](=[O:25])[CH2:17][CH:18]2[CH2:22][O:21][C:20]([CH3:24])([CH3:23])[O:19]2)=[C:13]([Cl:15])[N:14]=1, predict the reactants needed to synthesize it.